The task is: Predict the reaction yield, written as a fraction of the theoretical maximum amount of product (1.0 means a 100% yield; for example, 0.34 means a 34% yield).. This data is from Reaction yield outcomes from USPTO patents with 853,638 reactions. (1) The reactants are [CH2:1]([C:8]1[C:17]([O:18][CH3:19])=[CH:16][CH:15]=[C:14]2[C:9]=1[C:10](=[O:26])[N:11]([CH2:21][CH2:22][CH2:23][CH2:24][OH:25])[C:12](=[O:20])[NH:13]2)[C:2]1[CH:7]=[CH:6][CH:5]=[CH:4][CH:3]=1.CI.[C:29]([O-])([O-])=O.[K+].[K+]. The catalyst is CN(C=O)C.CC(=O)OCC.O. The product is [CH2:1]([C:8]1[C:17]([O:18][CH3:19])=[CH:16][CH:15]=[C:14]2[C:9]=1[C:10](=[O:26])[N:11]([CH2:21][CH2:22][CH2:23][CH2:24][OH:25])[C:12](=[O:20])[N:13]2[CH3:29])[C:2]1[CH:7]=[CH:6][CH:5]=[CH:4][CH:3]=1. The yield is 0.410. (2) The reactants are [CH3:1][C:2]1[CH:11]=[CH:10][C:9]2[C:4](=[CH:5][CH:6]=[CH:7][C:8]=2[N:12]2[CH2:17][CH2:16][N:15]([CH2:18][CH2:19][C:20]3[CH:21]=[C:22]([CH:24]=[CH:25][CH:26]=3)[NH2:23])[CH2:14][CH2:13]2)[N:3]=1.[Cl:27][C:28]([O:30][CH2:31][CH2:32][CH3:33])=[O:29]. No catalyst specified. The product is [ClH:27].[ClH:27].[CH3:1][C:2]1[CH:11]=[CH:10][C:9]2[C:4](=[CH:5][CH:6]=[CH:7][C:8]=2[N:12]2[CH2:13][CH2:14][N:15]([CH2:18][CH2:19][C:20]3[CH:21]=[C:22]([NH:23][C:28](=[O:29])[O:30][CH2:31][CH2:32][CH3:33])[CH:24]=[CH:25][CH:26]=3)[CH2:16][CH2:17]2)[N:3]=1. The yield is 0.780. (3) The reactants are [Br:1][C:2]1[CH:3]=[C:4]([NH2:9])[C:5]([NH2:8])=[CH:6][CH:7]=1.[C:10]([O:14][C:15]([N:17]1[CH2:21][CH2:20][CH2:19][CH:18]1[CH:22]=O)=[O:16])([CH3:13])([CH3:12])[CH3:11]. The catalyst is C(O)C. The product is [C:10]([O:14][C:15]([N:17]1[CH2:21][CH2:20][CH2:19][CH:18]1[C:22]1[NH:9][C:4]2[CH:3]=[C:2]([Br:1])[CH:7]=[CH:6][C:5]=2[N:8]=1)=[O:16])([CH3:13])([CH3:11])[CH3:12]. The yield is 0.550. (4) The reactants are B(F)(F)F.CCOCC.[Cl:10][C:11]1[CH:12]=[C:13]2[C:17](=[CH:18][C:19]=1[F:20])[NH:16][C:15]([C:21]([O:23][CH2:24][CH3:25])=[O:22])=[CH:14]2.[CH3:26][C:27]1[CH:28]=[C:29]([S:34]N2C(=O)CCC2=O)[CH:30]=[C:31]([CH3:33])[CH:32]=1.ClCCl. The catalyst is [Cl-].[Na+].O.C(Cl)(Cl)Cl. The product is [Cl:10][C:11]1[CH:12]=[C:13]2[C:17](=[CH:18][C:19]=1[F:20])[NH:16][C:15]([C:21]([O:23][CH2:24][CH3:25])=[O:22])=[C:14]2[S:34][C:29]1[CH:30]=[C:31]([CH3:33])[CH:32]=[C:27]([CH3:26])[CH:28]=1. The yield is 1.00. (5) The reactants are O=C1CCC(=O)C1[C:8]([O:10][CH2:11][C:12]1[CH:17]=[CH:16][CH:15]=[CH:14][CH:13]=1)=[O:9].[NH2:18][CH:19]1[CH2:24][CH2:23][CH2:22][CH2:21][CH:20]1[OH:25]. The catalyst is CO. The product is [OH:25][CH:20]1[CH2:21][CH2:22][CH2:23][CH2:24][CH:19]1[NH:18][C:8](=[O:9])[O:10][CH2:11][C:12]1[CH:13]=[CH:14][CH:15]=[CH:16][CH:17]=1. The yield is 0.830. (6) The reactants are Cl[C:2]1[N:7]=[C:6]([NH:8][CH2:9][C:10]2[CH:11]=[N:12][CH:13]=[CH:14][CH:15]=2)[C:5]([F:16])=[CH:4][N:3]=1.[NH2:17][C:18]1[CH:19]=[C:20]([OH:24])[CH:21]=[CH:22][CH:23]=1. No catalyst specified. The product is [F:16][C:5]1[C:6]([NH:8][CH2:9][C:10]2[CH:11]=[N:12][CH:13]=[CH:14][CH:15]=2)=[N:7][C:2]([NH:17][C:18]2[CH:23]=[CH:22][CH:21]=[C:20]([OH:24])[CH:19]=2)=[N:3][CH:4]=1. The yield is 0.430.